From a dataset of Forward reaction prediction with 1.9M reactions from USPTO patents (1976-2016). Predict the product of the given reaction. (1) Given the reactants [Br:1][C:2]1[CH:3]=[CH:4][C:5]([C:8]#[C:9][CH2:10][O:11][CH3:12])=[N:6][CH:7]=1.C(N(CC)CC)C, predict the reaction product. The product is: [Br:1][C:2]1[CH:3]=[CH:4][C:5]([CH2:8][CH2:9][CH2:10][O:11][CH3:12])=[N:6][CH:7]=1. (2) The product is: [Cl:1][C:2]1[CH:7]=[CH:6][C:5]([C:8]2[CH:13]=[C:12]([CH:14]3[CH2:16][CH2:15]3)[N:11]3[N:17]=[CH:18][C:19]([C:20]#[C:21][C:23]4[CH:28]=[CH:27][C:26]([S:29]([NH2:32])(=[O:31])=[O:30])=[CH:25][CH:24]=4)=[C:10]3[N:9]=2)=[CH:4][CH:3]=1. Given the reactants [Cl:1][C:2]1[CH:7]=[CH:6][C:5]([C:8]2[CH:13]=[C:12]([CH:14]3[CH2:16][CH2:15]3)[N:11]3[N:17]=[CH:18][C:19]([C:20]#[CH:21])=[C:10]3[N:9]=2)=[CH:4][CH:3]=1.Br[C:23]1[CH:28]=[CH:27][C:26]([S:29]([NH2:32])(=[O:31])=[O:30])=[CH:25][CH:24]=1, predict the reaction product. (3) Given the reactants [CH3:1][C:2]([C:5]1[CH:6]=[C:7](/[CH:16]=[C:17]2/[C:18](=[O:24])[N:19]([CH3:23])[CH2:20][CH2:21][S:22]/2)[CH:8]=[C:9]([C:12]([CH3:15])([CH3:14])[CH3:13])[C:10]=1[OH:11])([CH3:4])[CH3:3].ClC1C=C(C=CC=1)C(OO)=[O:30], predict the reaction product. The product is: [CH3:4][C:2]([C:5]1[CH:6]=[C:7](/[CH:16]=[C:17]2/[C:18](=[O:24])[N:19]([CH3:23])[CH2:20][CH2:21][S:22]/2=[O:30])[CH:8]=[C:9]([C:12]([CH3:13])([CH3:14])[CH3:15])[C:10]=1[OH:11])([CH3:1])[CH3:3]. (4) Given the reactants [CH2:1]([NH:5][C@H:6]1[C:14]2[C:9](=[CH:10][CH:11]=[C:12]([C:15]([O:17][CH3:18])=[O:16])[CH:13]=2)[CH2:8][CH2:7]1)[CH:2]([CH3:4])[CH3:3].[Cl:19][C:20]1[CH:28]=[CH:27][CH:26]=[CH:25][C:21]=1[C:22](Cl)=[O:23], predict the reaction product. The product is: [Cl:19][C:20]1[CH:28]=[CH:27][CH:26]=[CH:25][C:21]=1[C:22]([N:5]([C@H:6]1[C:14]2[C:9](=[CH:10][CH:11]=[C:12]([C:15]([O:17][CH3:18])=[O:16])[CH:13]=2)[CH2:8][CH2:7]1)[CH2:1][CH:2]([CH3:4])[CH3:3])=[O:23]. (5) The product is: [C:14]([O:13][C:11](=[O:12])[NH:10][CH:5]([CH2:6][OH:7])[C:4]([CH3:19])([CH3:18])[CH2:3][OH:2])([CH3:17])([CH3:15])[CH3:16]. Given the reactants C[O:2][C:3](=O)[C:4]([CH3:19])([CH3:18])[CH:5]([NH:10][C:11]([O:13][C:14]([CH3:17])([CH3:16])[CH3:15])=[O:12])[C:6](OC)=[O:7].[H-].C([Al+]CC(C)C)C(C)C, predict the reaction product.